This data is from Catalyst prediction with 721,799 reactions and 888 catalyst types from USPTO. The task is: Predict which catalyst facilitates the given reaction. (1) Reactant: [CH2:1]([OH:11])[CH2:2][CH2:3][CH2:4][CH2:5][CH2:6][CH2:7][CH2:8][CH2:9][OH:10].[CH2:12]([CH:14]([CH2:18][CH2:19][CH2:20][CH3:21])[C:15](O)=[O:16])[CH3:13].C1CCC(N=C=NC2CCCCC2)CC1. Product: [CH2:12]([CH:14]([CH2:18][CH2:19][CH2:20][CH3:21])[C:15]([O:11][CH2:1][CH2:2][CH2:3][CH2:4][CH2:5][CH2:6][CH2:7][CH2:8][CH2:9][OH:10])=[O:16])[CH3:13]. The catalyst class is: 64. (2) Reactant: [NH2:1][CH2:2][C:3]([C:6]1[CH:7]=[C:8]([NH:12][C:13](=[O:24])[C:14]2[CH:19]=[CH:18][C:17]([O:20][CH3:21])=[C:16]([O:22][CH3:23])[CH:15]=2)[CH:9]=[CH:10][CH:11]=1)([CH3:5])[CH3:4].[CH3:25][N:26]1[C:34]2[C:29](=[CH:30][CH:31]=[CH:32][CH:33]=2)[C:28]([C:35](Cl)=[O:36])=[N:27]1.N1C=CC=CC=1. Product: [CH3:23][O:22][C:16]1[CH:15]=[C:14]([CH:19]=[CH:18][C:17]=1[O:20][CH3:21])[C:13]([NH:12][C:8]1[CH:7]=[C:6]([C:3]([CH3:5])([CH3:4])[CH2:2][NH:1][C:35]([C:28]2[C:29]3[C:34](=[CH:33][CH:32]=[CH:31][CH:30]=3)[N:26]([CH3:25])[N:27]=2)=[O:36])[CH:11]=[CH:10][CH:9]=1)=[O:24]. The catalyst class is: 2.